From a dataset of Forward reaction prediction with 1.9M reactions from USPTO patents (1976-2016). Predict the product of the given reaction. (1) Given the reactants [CH3:1][O:2][C:3](=[O:14])[C:4]1[CH:9]=[C:8](N)[CH:7]=[C:6]([C:11](=[O:13])[CH3:12])[CH:5]=1.N([O-])=O.[Na+].[Na+].[Cl-:20].CC(O)=O, predict the reaction product. The product is: [CH3:1][O:2][C:3](=[O:14])[C:4]1[CH:9]=[C:8]([Cl:20])[CH:7]=[C:6]([C:11](=[O:13])[CH3:12])[CH:5]=1. (2) Given the reactants [NH2:1][C:2]1[N:6]([C:7]2[C:12]([Cl:13])=[CH:11][C:10]([Cl:14])=[CH:9][C:8]=2[Cl:15])[N:5]=[C:4]([CH:16]([CH3:18])[CH3:17])[C:3]=1[C:19]([NH2:21])=[O:20].[CH3:22][O:23][C:24]1[CH:29]=[CH:28][C:27]([CH2:30][C:31](OC)=O)=[CH:26][CH:25]=1.CC[O-].[Na+].CC(O)=O, predict the reaction product. The product is: [Cl:13][C:12]1[CH:11]=[C:10]([Cl:14])[CH:9]=[C:8]([Cl:15])[C:7]=1[N:6]1[C:2]2=[N:1][C:31]([CH2:30][C:27]3[CH:28]=[CH:29][C:24]([O:23][CH3:22])=[CH:25][CH:26]=3)=[N:21][C:19](=[O:20])[C:3]2=[C:4]([CH:16]([CH3:18])[CH3:17])[NH:5]1. (3) Given the reactants [S:1]1[CH:5]=[CH:4][CH:3]=[C:2]1[CH2:6][CH2:7][OH:8].[CH2:9]=O.[Br-].[Mg+2].[Br-], predict the reaction product. The product is: [S:1]1[C:2]2[CH2:6][CH2:7][O:8][CH2:9][C:3]=2[CH:4]=[CH:5]1. (4) Given the reactants [CH2:1]([C:8]([NH:38]C(=O)OC(C)(C)C)([CH2:36][OH:37])[CH2:9][NH:10][CH2:11][C:12]1[CH:17]=[C:16]([N:18]([CH3:23])[S:19]([CH3:22])(=[O:21])=[O:20])[CH:15]=[C:14]([C:24]([NH:26][C@@H:27]([C:29]2[CH:34]=[CH:33][C:32]([F:35])=[CH:31][CH:30]=2)[CH3:28])=[O:25])[CH:13]=1)[C:2]1[CH:7]=[CH:6][CH:5]=[CH:4][CH:3]=1.[C:46]([OH:52])([C:48]([F:51])([F:50])[F:49])=[O:47], predict the reaction product. The product is: [NH2:38][C:8]([CH2:1][C:2]1[CH:3]=[CH:4][CH:5]=[CH:6][CH:7]=1)([CH2:36][OH:37])[CH2:9][NH:10][CH2:11][C:12]1[CH:13]=[C:14]([CH:15]=[C:16]([N:18]([CH3:23])[S:19]([CH3:22])(=[O:20])=[O:21])[CH:17]=1)[C:24]([NH:26][C@@H:27]([C:29]1[CH:30]=[CH:31][C:32]([F:35])=[CH:33][CH:34]=1)[CH3:28])=[O:25].[C:46]([OH:52])([C:48]([F:51])([F:50])[F:49])=[O:47].